Dataset: Catalyst prediction with 721,799 reactions and 888 catalyst types from USPTO. Task: Predict which catalyst facilitates the given reaction. (1) Reactant: [CH2:1]1[C:13]2[NH:12][C:11]3[C:6](=[CH:7][CH:8]=[CH:9][CH:10]=3)[C:5]=2[CH2:4][CH2:3][NH:2]1.C(Cl)Cl.[C:17]([O:21][C:22](O[C:22]([O:21][C:17]([CH3:20])([CH3:19])[CH3:18])=[O:23])=[O:23])([CH3:20])([CH3:19])[CH3:18].C(N(CC)C(C)C)(C)C. Product: [C:17]([O:21][C:22]([N:2]1[CH2:3][CH2:4][C:5]2[C:6]3[C:11](=[CH:10][CH:9]=[CH:8][CH:7]=3)[NH:12][C:13]=2[CH2:1]1)=[O:23])([CH3:20])([CH3:19])[CH3:18]. The catalyst class is: 25. (2) Reactant: [CH3:1]I.[H-].[Na+].[F:5][C:6]1[CH:7]=[C:8]([C:12]2[CH:20]=[C:19]3[C:15]([CH2:16][CH2:17][CH:18]3[NH:21][C:22]3[CH:23]=[C:24]([CH:33]=[CH:34][CH:35]=3)[O:25][CH2:26][C:27]([O:29][CH:30]([CH3:32])[CH3:31])=[O:28])=[CH:14][CH:13]=2)[CH:9]=[CH:10][CH:11]=1. Product: [F:5][C:6]1[CH:7]=[C:8]([C:12]2[CH:20]=[C:19]3[C:15]([CH2:16][CH2:17][CH:18]3[N:21]([CH3:1])[C:22]3[CH:23]=[C:24]([CH:33]=[CH:34][CH:35]=3)[O:25][CH2:26][C:27]([O:29][CH:30]([CH3:31])[CH3:32])=[O:28])=[CH:14][CH:13]=2)[CH:9]=[CH:10][CH:11]=1. The catalyst class is: 9. (3) The catalyst class is: 24. Reactant: [Cl:1][C:2]1[CH:3]=[C:4]([S:9]([N:12]2[C@H:19]([C:20]([NH:22][C@H:23]([C:42]([O:44]C)=[O:43])[CH2:24][C:25]3[CH:30]=[CH:29][C:28]([NH:31][C:32](=[O:41])[C:33]4[C:38]([Cl:39])=[CH:37][N:36]=[CH:35][C:34]=4[Cl:40])=[CH:27][CH:26]=3)=[O:21])[C:18]3[CH:17]=[N:16][N:15]([CH2:46][CH3:47])[C:14]=3[CH2:13]2)(=[O:11])=[O:10])[CH:5]=[C:6]([Cl:8])[CH:7]=1.O[Li].O.Cl. Product: [Cl:8][C:6]1[CH:5]=[C:4]([S:9]([N:12]2[C@H:19]([C:20]([NH:22][C@H:23]([C:42]([OH:44])=[O:43])[CH2:24][C:25]3[CH:30]=[CH:29][C:28]([NH:31][C:32](=[O:41])[C:33]4[C:38]([Cl:39])=[CH:37][N:36]=[CH:35][C:34]=4[Cl:40])=[CH:27][CH:26]=3)=[O:21])[C:18]3[CH:17]=[N:16][N:15]([CH2:46][CH3:47])[C:14]=3[CH2:13]2)(=[O:11])=[O:10])[CH:3]=[C:2]([Cl:1])[CH:7]=1. (4) Reactant: [CH2:1]([C@@H:3]1[O:5][CH2:4]1)Cl.[C:6]1([S:12]([C:15]2[CH:16]=[CH:17][C:18]([OH:24])=[C:19]([C:21](=[O:23])[CH3:22])[CH:20]=2)(=[O:14])=[O:13])[CH:11]=[CH:10][CH:9]=[CH:8][CH:7]=1.C(=O)([O-])[O-].[K+].[K+]. The catalyst class is: 115. Product: [C:6]1([S:12]([C:15]2[CH:16]=[CH:17][C:18]([O:24][CH2:1][C@@H:3]3[CH2:4][O:5]3)=[C:19]([C:21](=[O:23])[CH3:22])[CH:20]=2)(=[O:14])=[O:13])[CH:7]=[CH:8][CH:9]=[CH:10][CH:11]=1.